From a dataset of Catalyst prediction with 721,799 reactions and 888 catalyst types from USPTO. Predict which catalyst facilitates the given reaction. Reactant: [F:1][C:2]1[CH:7]=[CH:6][C:5]([OH:8])=[C:4]([N+:9]([O-:11])=[O:10])[CH:3]=1.C(=O)([O-])[O-].[Cs+].[Cs+].C1(C)C=CC(S(O[CH2:28][C:29]([F:32])([F:31])[F:30])(=O)=O)=CC=1. Product: [F:1][C:2]1[CH:7]=[CH:6][C:5]([O:8][CH2:28][C:29]([F:32])([F:31])[F:30])=[C:4]([N+:9]([O-:11])=[O:10])[CH:3]=1. The catalyst class is: 9.